From a dataset of Catalyst prediction with 721,799 reactions and 888 catalyst types from USPTO. Predict which catalyst facilitates the given reaction. (1) Reactant: [F:1][C:2]1[CH:7]=[CH:6][C:5]([N+:8]([O-])=O)=[C:4]([F:11])[C:3]=1[I:12].Cl.[Cl-].[OH-].[Na+]. The catalyst class is: 6. Product: [F:11][C:4]1[C:3]([I:12])=[C:2]([F:1])[CH:7]=[CH:6][C:5]=1[NH2:8]. (2) Reactant: [NH2:1][C:2]1[S:3][C:4]2[CH2:31][CH2:30][CH2:29][CH2:28][C:5]=2[C:6]=1[C:7]([NH:9][C:10]1[CH:15]=[CH:14][C:13]([CH2:16][CH2:17][C:18]2[CH:27]=[CH:26][C:21]([C:22]([O:24][CH3:25])=[O:23])=[CH:20][CH:19]=2)=[CH:12][CH:11]=1)=[O:8].C(N(CC)CC)C.[Cl:39][S:40]([C:43]1[CH:44]=[C:45]([CH:49]=[CH:50][CH:51]=1)[C:46](Cl)=[O:47])(=[O:42])=[O:41]. Product: [Cl:39][S:40]([C:43]1[CH:44]=[C:45]([CH:49]=[CH:50][CH:51]=1)[C:46]([NH:1][C:2]1[S:3][C:4]2[CH2:31][CH2:30][CH2:29][CH2:28][C:5]=2[C:6]=1[C:7]([NH:9][C:10]1[CH:11]=[CH:12][C:13]([CH2:16][CH2:17][C:18]2[CH:19]=[CH:20][C:21]([C:22]([O:24][CH3:25])=[O:23])=[CH:26][CH:27]=2)=[CH:14][CH:15]=1)=[O:8])=[O:47])(=[O:42])=[O:41]. The catalyst class is: 4.